This data is from Full USPTO retrosynthesis dataset with 1.9M reactions from patents (1976-2016). The task is: Predict the reactants needed to synthesize the given product. (1) Given the product [Cl:1][C:2]1[C:7]([F:8])=[CH:6][CH:5]=[C:4]([Cl:9])[C:3]=1[CH:10]([O:12][C:13]1[C:14]([NH2:19])=[N:15][CH:16]=[CH:17][CH:18]=1)[CH3:11], predict the reactants needed to synthesize it. The reactants are: [Cl:1][C:2]1[C:7]([F:8])=[CH:6][CH:5]=[C:4]([Cl:9])[C:3]=1[CH:10]([O:12][C:13]1[C:14]([N+:19]([O-])=O)=[N:15][CH:16]=[CH:17][CH:18]=1)[CH3:11].Cl. (2) Given the product [CH2:1]([O:8][CH2:9][C:10]([O:12][CH3:18])=[O:11])[C:2]1[CH:7]=[CH:6][CH:5]=[CH:4][CH:3]=1, predict the reactants needed to synthesize it. The reactants are: [CH2:1]([O:8][CH2:9][C:10]([OH:12])=[O:11])[C:2]1[CH:7]=[CH:6][CH:5]=[CH:4][CH:3]=1.OS(O)(=O)=O.[CH3:18]O. (3) Given the product [CH3:33][NH:34][C:30]([CH:14]1[CH2:15][N:16]([C:20](=[O:29])[CH2:21][O:22][C:23]2[S:24][C:25]([Cl:28])=[CH:26][CH:27]=2)[CH2:17][C:18](=[O:19])[N:13]1[CH2:12][C:8]1[CH:7]=[C:6]2[C:11]([C:2]([NH2:1])=[N:3][CH:4]=[N:5]2)=[CH:10][CH:9]=1)=[O:32], predict the reactants needed to synthesize it. The reactants are: [NH2:1][C:2]1[C:11]2[C:6](=[CH:7][C:8]([CH2:12][N:13]3[C:18](=[O:19])[CH2:17][N:16]([C:20](=[O:29])[CH2:21][O:22][C:23]4[S:24][C:25]([Cl:28])=[CH:26][CH:27]=4)[CH2:15][CH:14]3[C:30]([OH:32])=O)=[CH:9][CH:10]=2)[N:5]=[CH:4][N:3]=1.[CH3:33][N:34]1CCOCC1.CN(C(ON1N=NC2C=CC=NC1=2)=[N+](C)C)C.F[P-](F)(F)(F)(F)F.CN.Cl.